This data is from NCI-60 drug combinations with 297,098 pairs across 59 cell lines. The task is: Regression. Given two drug SMILES strings and cell line genomic features, predict the synergy score measuring deviation from expected non-interaction effect. Drug 1: CN(C)C1=NC(=NC(=N1)N(C)C)N(C)C. Drug 2: CC(C)CN1C=NC2=C1C3=CC=CC=C3N=C2N. Cell line: A498. Synergy scores: CSS=-4.87, Synergy_ZIP=2.86, Synergy_Bliss=1.76, Synergy_Loewe=-2.65, Synergy_HSA=-3.39.